Predict the product of the given reaction. From a dataset of Forward reaction prediction with 1.9M reactions from USPTO patents (1976-2016). (1) Given the reactants [CH3:1][O:2][C:3]([C:5]1[N:6]=[N:7][N:8]([CH2:10][CH2:11][NH:12][C:13]([O:15]C(C)(C)C)=O)[CH:9]=1)=[O:4].FC(F)(F)C(O)=O.[CH3:27][O:28][C:29]1[CH:37]=[C:36]([C:38]([F:41])([F:40])[F:39])[CH:35]=[CH:34][C:30]=1C(O)=O.C(N(CC)C(C)C)(C)C.CN(C(ON1N=NC2C=CC=NC1=2)=[N+](C)C)C.F[P-](F)(F)(F)(F)F, predict the reaction product. The product is: [CH3:1][O:2][C:3]([C:5]1[N:6]=[N:7][N:8]([CH2:10][CH2:11][NH:12][C:13](=[O:15])[C:30]2[CH:34]=[CH:35][C:36]([C:38]([F:41])([F:40])[F:39])=[CH:37][C:29]=2[O:28][CH3:27])[CH:9]=1)=[O:4]. (2) The product is: [F:31][C:28]([F:29])([F:30])[C:25]1[NH:24][C:23]2[CH:22]=[CH:21][CH:20]=[C:19]([O:18][CH2:17][CH2:16][N:13]3[CH2:12][CH2:11][N:10]([C:6]4[CH:7]=[CH:8][CH:9]=[C:4]([NH2:1])[C:5]=4[NH2:32])[CH2:15][CH2:14]3)[C:27]=2[N:26]=1. Given the reactants [N:1]([C:4]1[C:5]([N+:32]([O-])=O)=[C:6]([N:10]2[CH2:15][CH2:14][N:13]([CH2:16][CH2:17][O:18][C:19]3[C:27]4[N:26]=[C:25]([C:28]([F:31])([F:30])[F:29])[NH:24][C:23]=4[CH:22]=[CH:21][CH:20]=3)[CH2:12][CH2:11]2)[CH:7]=[CH:8][CH:9]=1)=[N+]=[N-].[H][H], predict the reaction product. (3) Given the reactants Cl[C:2]1[CH:3]=[C:4]([CH:31]=[CH:32][N:33]=1)[C:5]([NH:7][C:8]1[CH:30]=[CH:29][C:11]2[CH2:12][CH2:13][C:14]3[C:15]([C:26]([NH2:28])=[O:27])=[N:16][N:17]([C:19]4[CH:24]=[CH:23][C:22]([F:25])=[CH:21][CH:20]=4)[C:18]=3[C:10]=2[CH:9]=1)=[O:6].[CH3:34][N:35]1[CH2:40][CH2:39][NH:38][CH2:37][CH2:36]1.O, predict the reaction product. The product is: [F:25][C:22]1[CH:23]=[CH:24][C:19]([N:17]2[C:18]3[C:10]4[CH:9]=[C:8]([NH:7][C:5](=[O:6])[C:4]5[CH:31]=[CH:32][N:33]=[C:2]([N:38]6[CH2:39][CH2:40][N:35]([CH3:34])[CH2:36][CH2:37]6)[CH:3]=5)[CH:30]=[CH:29][C:11]=4[CH2:12][CH2:13][C:14]=3[C:15]([C:26]([NH2:28])=[O:27])=[N:16]2)=[CH:20][CH:21]=1. (4) Given the reactants [Cl:1][CH2:2][C:3](Cl)=[O:4].[C:6]1([O:12][C:13]2[CH:18]=[CH:17][CH:16]=[CH:15][CH:14]=2)[CH:11]=[CH:10][CH:9]=[CH:8][CH:7]=1.[Al+3].[Cl-].[Cl-].[Cl-], predict the reaction product. The product is: [Cl:1][CH2:2][C:3]([C:16]1[CH:17]=[CH:18][C:13]([O:12][C:6]2[CH:11]=[CH:10][CH:9]=[CH:8][CH:7]=2)=[CH:14][CH:15]=1)=[O:4]. (5) Given the reactants C(C1(COC2C(C3CC3)=CC(C(O)=O)=C(F)C=2)C2CC3CC(CC1C3)C2)#N.[C:28]12([CH2:38][O:39][C:40]3[C:48]([CH:49]4[CH2:52][CH2:51][CH2:50]4)=[CH:47][C:43]([C:44](O)=[O:45])=[C:42]([F:53])[CH:41]=3)[CH2:37][CH:32]3[CH2:33][CH:34]([CH2:36][CH:30]([CH2:31]3)[CH2:29]1)[CH2:35]2.CS(N)(=O)=O.[CH:59]1([S:62]([NH2:65])(=[O:64])=[O:63])[CH2:61][CH2:60]1, predict the reaction product. The product is: [C:28]12([CH2:38][O:39][C:40]3[C:48]([CH:49]4[CH2:50][CH2:51][CH2:52]4)=[CH:47][C:43]([C:44]([NH:65][S:62]([CH:59]4[CH2:61][CH2:60]4)(=[O:64])=[O:63])=[O:45])=[C:42]([F:53])[CH:41]=3)[CH2:35][CH:34]3[CH2:36][CH:30]([CH2:31][CH:32]([CH2:33]3)[CH2:37]1)[CH2:29]2. (6) Given the reactants Cl.[NH2:2][C@H:3]([CH2:33][C:34]1[CH:39]=[CH:38][CH:37]=[CH:36][CH:35]=1)[C:4]([N:6]1[CH2:11][CH2:10][CH:9]([N:12]2[N:21]=[C:20]([C:22]3[CH:27]=[CH:26][C:25]([O:28][CH3:29])=[C:24]([O:30][CH3:31])[CH:23]=3)[C@@H:19]3[C@@H:14]([CH2:15][CH2:16][CH2:17][CH2:18]3)[C:13]2=[O:32])[CH2:8][CH2:7]1)=[O:5].[CH:40]1([CH2:43][O:44][C:45]2[CH:50]=[C:49]([F:51])[C:48]([O:52][CH3:53])=[CH:47][C:46]=2[C:54]2[C:55]3[NH:62][CH:61]=[C:60]([C:63](O)=[O:64])[C:56]=3[N:57]=[CH:58][N:59]=2)[CH2:42][CH2:41]1.CN(C(ON1N=NC2C=CC=NC1=2)=[N+](C)C)C.F[P-](F)(F)(F)(F)F.CCN(C(C)C)C(C)C.C(=O)(O)[O-].[Na+], predict the reaction product. The product is: [CH:40]1([CH2:43][O:44][C:45]2[CH:50]=[C:49]([F:51])[C:48]([O:52][CH3:53])=[CH:47][C:46]=2[C:54]2[C:55]3[NH:62][CH:61]=[C:60]([C:63]([NH:2][C@H:3]([CH2:33][C:34]4[CH:35]=[CH:36][CH:37]=[CH:38][CH:39]=4)[C:4]([N:6]4[CH2:7][CH2:8][CH:9]([N:12]5[N:21]=[C:20]([C:22]6[CH:27]=[CH:26][C:25]([O:28][CH3:29])=[C:24]([O:30][CH3:31])[CH:23]=6)[C@@H:19]6[C@@H:14]([CH2:15][CH2:16][CH2:17][CH2:18]6)[C:13]5=[O:32])[CH2:10][CH2:11]4)=[O:5])=[O:64])[C:56]=3[N:57]=[CH:58][N:59]=2)[CH2:42][CH2:41]1. (7) Given the reactants [CH3:1][CH:2]1[NH:7][CH2:6][C:5]2[C:8]([C:11]3[CH:16]=[CH:15][CH:14]=[CH:13][CH:12]=3)=[N:9][NH:10][C:4]=2[CH2:3]1.CC1C2C(C3C=CC=CC=3)=NNC=2CCN1.[Cl:33][C:34]1[CH:39]=[CH:38][CH:37]=[C:36]([N:40]=[C:41]=[O:42])[CH:35]=1.ClC1C=C(NC(N2CCC3NN=C(C4C=CC=CC=4)C=3C2C)=O)C=CC=1, predict the reaction product. The product is: [Cl:33][C:34]1[CH:35]=[C:36]([NH:40][C:41]([N:7]2[CH:2]([CH3:1])[CH2:3][C:4]3[NH:10][N:9]=[C:8]([C:11]4[CH:16]=[CH:15][CH:14]=[CH:13][CH:12]=4)[C:5]=3[CH2:6]2)=[O:42])[CH:37]=[CH:38][CH:39]=1.